This data is from Full USPTO retrosynthesis dataset with 1.9M reactions from patents (1976-2016). The task is: Predict the reactants needed to synthesize the given product. (1) Given the product [NH2:1][C:2](=[N:11][O:12][CH:13]([CH3:15])[CH3:14])[C:3](=[N:6][O:7][CH:8]([CH3:9])[CH3:10])[C:4]([NH2:5])=[O:19], predict the reactants needed to synthesize it. The reactants are: [NH2:1][C:2](=[N:11][O:12][CH:13]([CH3:15])[CH3:14])[C:3](=[N:6][O:7][CH:8]([CH3:10])[CH3:9])[C:4]#[N:5].OO.C(=O)([O-])[O-:19].[Na+].[Na+].S([O-])([O-])(=O)=S.[Na+].[Na+]. (2) Given the product [C:1]([C:3]1[C:7]([C:8]2[CH:9]=[CH:10][CH:11]=[CH:12][CH:13]=2)=[CH:6][N:5]([C:14]2[CH:15]=[CH:16][C:17]([C:18]([NH2:25])=[O:20])=[CH:21][CH:22]=2)[CH:4]=1)#[N:2], predict the reactants needed to synthesize it. The reactants are: [C:1]([C:3]1[C:7]([C:8]2[CH:13]=[CH:12][CH:11]=[CH:10][CH:9]=2)=[CH:6][N:5]([C:14]2[CH:22]=[CH:21][C:17]([C:18]([OH:20])=O)=[CH:16][CH:15]=2)[CH:4]=1)#[N:2].C(N1C=CN=C1)([N:25]1C=CN=C1)=O.N.O. (3) Given the product [F:20][C:16]1[CH:15]=[C:14]2[C:19](=[CH:18][CH:17]=1)[N:11]([S:8]([C:5]1[CH:6]=[CH:7][C:2]([N:21]3[CH2:26][CH2:25][NH:24][CH2:23][CH2:22]3)=[CH:3][CH:4]=1)(=[O:10])=[O:9])[CH:12]=[CH:13]2, predict the reactants needed to synthesize it. The reactants are: Cl[C:2]1[CH:7]=[CH:6][C:5]([S:8]([N:11]2[C:19]3[C:14](=[CH:15][C:16]([F:20])=[CH:17][CH:18]=3)[CH:13]=[CH:12]2)(=[O:10])=[O:9])=[CH:4][CH:3]=1.[NH:21]1[CH2:26][CH2:25][NH:24][CH2:23][CH2:22]1.